This data is from Full USPTO retrosynthesis dataset with 1.9M reactions from patents (1976-2016). The task is: Predict the reactants needed to synthesize the given product. (1) Given the product [O:11]=[C:7]1[NH:6][C:5]([CH2:12][C:13]2[CH:17]=[CH:16][S:15][CH:14]=2)=[N:4][C:3]([NH:21][CH2:18][CH2:19][CH3:20])=[C:8]1[C:9]#[N:10], predict the reactants needed to synthesize it. The reactants are: CS[C:3]1[N:4]=[C:5]([CH2:12][C:13]2[CH:17]=[CH:16][S:15][CH:14]=2)[NH:6][C:7](=[O:11])[C:8]=1[C:9]#[N:10].[CH2:18]([NH2:21])[CH2:19][CH3:20]. (2) The reactants are: [CH2:1]([O:8][C@H:9]1[CH2:13][N:12]([C:14]([O:16][C:17]([CH3:20])([CH3:19])[CH3:18])=[O:15])[C@@H:11]([C@@H:21]([OH:40])[C@@H:22]([NH:30][C:31]([O:33][CH2:34][CH2:35][Si:36]([CH3:39])([CH3:38])[CH3:37])=[O:32])[CH2:23][C:24]2[CH:29]=[CH:28][CH:27]=[CH:26][CH:25]=2)[CH2:10]1)[C:2]1[CH:7]=[CH:6][CH:5]=[CH:4][CH:3]=1.CO[C:43](OC)([CH3:45])[CH3:44].C1(C)C=CC(S([O-])(=O)=O)=CC=1.[NH+]1C=CC=CC=1. Given the product [CH2:23]([C@H:22]1[C@@H:21]([C@H:11]2[CH2:10][C@@H:9]([O:8][CH2:1][C:2]3[CH:3]=[CH:4][CH:5]=[CH:6][CH:7]=3)[CH2:13][N:12]2[C:14]([O:16][C:17]([CH3:18])([CH3:20])[CH3:19])=[O:15])[O:40][C:43]([CH3:45])([CH3:44])[N:30]1[C:31]([O:33][CH2:34][CH2:35][Si:36]([CH3:39])([CH3:38])[CH3:37])=[O:32])[C:24]1[CH:25]=[CH:26][CH:27]=[CH:28][CH:29]=1, predict the reactants needed to synthesize it. (3) Given the product [CH3:1][O:2][C:3]([C:5]1[CH:14]=[C:13]([C:48]2[CH:47]=[CH:46][N:45]=[C:44]([N:38]3[CH2:43][CH2:42][NH:41][CH2:40][CH2:39]3)[N:49]=2)[C:12]2[C:7](=[C:8]([O:23][CH2:24][C:25]3[CH:30]=[CH:29][CH:28]=[CH:27][CH:26]=3)[CH:9]=[CH:10][CH:11]=2)[N:6]=1)=[O:4], predict the reactants needed to synthesize it. The reactants are: [CH3:1][O:2][C:3]([C:5]1[CH:14]=[C:13](OS(C(F)(F)F)(=O)=O)[C:12]2[C:7](=[C:8]([O:23][CH2:24][C:25]3[CH:30]=[CH:29][CH:28]=[CH:27][CH:26]=3)[CH:9]=[CH:10][CH:11]=2)[N:6]=1)=[O:4].CN1CCNCC1.[N:38]1([C:44]2[N:49]=[CH:48][CH:47]=[CH:46][N:45]=2)[CH2:43][CH2:42][NH:41][CH2:40][CH2:39]1. (4) Given the product [CH3:8][O:9][CH:10]([O:13][CH3:14])[CH2:11][N:1]1[CH:5]=[CH:4][CH:3]=[N:2]1, predict the reactants needed to synthesize it. The reactants are: [NH:1]1[CH:5]=[CH:4][CH:3]=[N:2]1.[H-].[Na+].[CH3:8][O:9][CH:10]([O:13][CH3:14])[CH2:11]Br. (5) Given the product [CH3:44][C:32]1[N:31]([CH2:30][C:27]2[CH:28]=[CH:29][C:24]([C:19]3[C:18]([C:16]([OH:17])=[O:15])=[CH:23][CH:22]=[CH:21][CH:20]=3)=[CH:25][CH:26]=2)[C:39]2[C:34]([C:33]=1[CH3:43])=[CH:35][C:36]([C:40](=[O:41])[NH:10][C@@H:3]([C:4]1[CH:9]=[CH:8][CH:7]=[CH:6][CH:5]=1)[CH2:1][CH3:2])=[CH:37][CH:38]=2, predict the reactants needed to synthesize it. The reactants are: [CH2:1]([C@@H:3]([NH2:10])[C:4]1[CH:9]=[CH:8][CH:7]=[CH:6][CH:5]=1)[CH3:2].C([O:15][C:16]([C:18]1[CH:23]=[CH:22][CH:21]=[CH:20][C:19]=1[C:24]1[CH:29]=[CH:28][C:27]([CH2:30][N:31]2[C:39]3[C:34](=[CH:35][C:36]([C:40](O)=[O:41])=[CH:37][CH:38]=3)[C:33]([CH3:43])=[C:32]2[CH3:44])=[CH:26][CH:25]=1)=[O:17])(C)(C)C.